Dataset: Blood-brain barrier penetration binary classification data from Martins et al.. Task: Regression/Classification. Given a drug SMILES string, predict its absorption, distribution, metabolism, or excretion properties. Task type varies by dataset: regression for continuous measurements (e.g., permeability, clearance, half-life) or binary classification for categorical outcomes (e.g., BBB penetration, CYP inhibition). Dataset: bbb_martins. (1) The compound is O=C(Cc1cccs1)N[C@@H]1C(=O)N2C(C(=O)O)=C(CSc3ncn[nH]3)CS[C@H]12. The result is 0 (does not penetrate BBB). (2) The result is 1 (penetrates BBB). The molecule is Cc1cc2c(s1)=Nc1ccc(F)cc1NC=2N1CCN(C)CC1. (3) The drug is CC(C)C[C@H](CN)CC(=O)O. The result is 1 (penetrates BBB). (4) The drug is CCN(CC)C(=O)[C@@H]1[C@@H]2C=C[C@@H](C2)[C@H]1C(=O)N(CC)CC. The result is 1 (penetrates BBB). (5) The drug is C[C@@H]1CN2CC(=O)Nc3ccc(Cl)cc3[C@]2(c2ccccc2)O1. The result is 1 (penetrates BBB). (6) The drug is CS(=O)(=O)OCCCCOS(C)(=O)=O. The result is 1 (penetrates BBB). (7) The compound is CNc1cc(OC)c(C(=O)N[C@@H]2CCN(Cc3ccccc3)[C@@H]2C)cc1Cl. The result is 1 (penetrates BBB).